Dataset: Reaction yield outcomes from USPTO patents with 853,638 reactions. Task: Predict the reaction yield, written as a fraction of the theoretical maximum amount of product (1.0 means a 100% yield; for example, 0.34 means a 34% yield). (1) The reactants are [NH:1]1[CH2:6][CH2:5][CH2:4][CH2:3][CH2:2]1.[CH3:7][C:8]1[O:9][C:10]2[CH:16]=[C:15]([S:17](Cl)(=[O:19])=[O:18])[CH:14]=[CH:13][C:11]=2[N:12]=1. The catalyst is C(Cl)(Cl)Cl.CN(C=O)C. The product is [CH3:7][C:8]1[O:9][C:10]2[CH:16]=[C:15]([S:17]([N:1]3[CH2:6][CH2:5][CH2:4][CH2:3][CH2:2]3)(=[O:19])=[O:18])[CH:14]=[CH:13][C:11]=2[N:12]=1. The yield is 0.760. (2) The reactants are C(OC([N:8]1[CH2:13][CH2:12][CH2:11][C@H:10]([NH:14][CH2:15][C:16]2[CH:17]=[C:18]3[C:22](=[CH:23][C:24]=2[O:25][CH3:26])[CH2:21][O:20][C:19]3([C:31]2[CH:36]=[CH:35][CH:34]=[CH:33][CH:32]=2)[C:27]([F:30])([F:29])[F:28])[C@@H:9]1[C:37]1[CH:42]=[CH:41][CH:40]=[CH:39][CH:38]=1)=O)(C)(C)C.Cl.[OH-].[Na+]. The catalyst is C(OCC)(=O)C. The product is [CH3:26][O:25][C:24]1[CH:23]=[C:22]2[C:18]([C:19]([C:31]3[CH:32]=[CH:33][CH:34]=[CH:35][CH:36]=3)([C:27]([F:30])([F:28])[F:29])[O:20][CH2:21]2)=[CH:17][C:16]=1[CH2:15][NH:14][C@H:10]1[CH2:11][CH2:12][CH2:13][NH:8][C@H:9]1[C:37]1[CH:42]=[CH:41][CH:40]=[CH:39][CH:38]=1. The yield is 0.879. (3) The reactants are Br[C:2]1[S:3][CH:4]=[C:5]([C:7]([NH2:9])=[O:8])[N:6]=1.[C:10]([C:14]1[CH:15]=[C:16]2[C:21](=[C:22]([F:24])[CH:23]=1)[C:20](=[O:25])[N:19]([C:26]1[CH:36]=[CH:35][CH:34]=[C:33](B3OC(C)(C)C(C)(C)O3)[C:27]=1[CH2:28][O:29]C(=O)C)[N:18]=[CH:17]2)([CH3:13])([CH3:12])[CH3:11]. No catalyst specified. The product is [C:10]([C:14]1[CH:15]=[C:16]2[C:21](=[C:22]([F:24])[CH:23]=1)[C:20](=[O:25])[N:19]([C:26]1[C:27]([CH2:28][OH:29])=[C:33]([C:2]3[S:3][CH:4]=[C:5]([C:7]([NH2:9])=[O:8])[N:6]=3)[CH:34]=[CH:35][CH:36]=1)[N:18]=[CH:17]2)([CH3:13])([CH3:11])[CH3:12]. The yield is 0.100. (4) The reactants are [CH3:1][O:2][CH2:3][CH2:4][O:5][CH2:6][CH2:7]O.C1(P(C2C=CC=CC=2)C2C=CC=CC=2)C=CC=CC=1.N(C(OC(C)C)=O)=NC(OC(C)C)=O.[Br:42][C:43]1[CH:52]=[CH:51][C:46]([C:47]([O:49]C)=O)=[CH:45][C:44]=1[OH:53].O.[OH-].[Li+].Cl.BrC1C=CC(C(O)=O)=CC=1OCCOCCOC.Cl.CN(C)CCCN=C=NCC.[C:88]1([S:98]([NH2:101])(=[O:100])=[O:99])[C:89]([S:94]([NH2:97])(=[O:96])=[O:95])=[CH:90][CH:91]=[CH:92][CH:93]=1. The catalyst is O1CCCC1.O.CN(C)C1C=CN=CC=1.CN(C)C=O. The product is [Br:42][C:43]1[CH:52]=[CH:51][C:46]([C:47]([NH:101][S:98]([C:88]2[CH:93]=[CH:92][CH:91]=[CH:90][C:89]=2[S:94](=[O:96])(=[O:95])[NH2:97])(=[O:100])=[O:99])=[O:49])=[CH:45][C:44]=1[O:53][CH2:7][CH2:6][O:5][CH2:4][CH2:3][O:2][CH3:1]. The yield is 0.600. (5) The reactants are [ClH:1].[CH:2]1([C:5]([C:7]2[CH:12]=[CH:11][C:10]([CH2:13][CH:14]([C:20]([O:22][CH2:23][CH3:24])=[O:21])[C:15]([O:17][CH2:18][CH3:19])=[O:16])=[CH:9][CH:8]=2)=[O:6])[CH2:4][CH2:3]1. The catalyst is C(O)C. The product is [Cl:1][CH2:4][CH2:3][CH2:2][C:5]([C:7]1[CH:12]=[CH:11][C:10]([CH2:13][CH:14]([C:20]([O:22][CH2:23][CH3:24])=[O:21])[C:15]([O:17][CH2:18][CH3:19])=[O:16])=[CH:9][CH:8]=1)=[O:6]. The yield is 0.590.